Dataset: Forward reaction prediction with 1.9M reactions from USPTO patents (1976-2016). Task: Predict the product of the given reaction. (1) Given the reactants Cl.[N:2]1([CH:8]2[CH2:13][CH2:12][N:11]([C:14]([Cl:16])=[O:15])[CH2:10][CH2:9]2)[CH2:7][CH2:6][CH2:5][CH2:4][CH2:3]1.C([O-])([O-])=O.[K+].[K+], predict the reaction product. The product is: [N:2]1([CH:8]2[CH2:9][CH2:10][N:11]([C:14]([Cl:16])=[O:15])[CH2:12][CH2:13]2)[CH2:3][CH2:4][CH2:5][CH2:6][CH2:7]1. (2) Given the reactants [C:1](#[N:5])[CH2:2][C:3]#[N:4].[C:6](OCC)(OCC)([O:8][CH2:9][CH3:10])[CH3:7], predict the reaction product. The product is: [CH2:6]([O:8][C:9](=[C:2]([C:1]#[N:5])[C:3]#[N:4])[CH3:10])[CH3:7].